Dataset: Drug-target binding data from BindingDB using Ki measurements. Task: Regression. Given a target protein amino acid sequence and a drug SMILES string, predict the binding affinity score between them. We predict pKi (pKi = -log10(Ki in M); higher means stronger inhibition). Dataset: bindingdb_ki. (1) The small molecule is NC(=O)[C@@H](O)[C@H](O)COP(=O)([O-])[O-]. The target protein (Q55663) has sequence MVKRISILGSTGSIGTQTLDIVTHHPDAFQVVGLAAGGNVALLAQQVAEFRPEIVAIRQAEKLEDLKAAVAELTDYQPMYVVGEEGVVEVARYGDAESVVTGIVGCAGLLPTMAAIAAGKDIALANKETLIAGAPVVLPLVEKMGVKLLPADSEHSAIFQCLQGVPEGGLRRIILTASGGAFRDLPVERLPFVTVQDALKHPNWSMGQKITIDSATLMNKGLEVIEAHYLFGLDYDHIDIVIHPQSIIHSLIEVQDTSVLAQLGWPDMRLPLLYALSWPERIYTDWEPLDLVKAGSLSFREPDHDKYPCMQLAYGAGRAGGAMPAVLNAANEQAVALFLQEKISFLDIPRLIEKTCDLYVGQNTASPDLETILAADQWARRTVLENSACVATRP. The pKi is 4.0. (2) The drug is C=C1/C=C(\C)[C@H](CC)CC(=O)[C@H](C)C(=O)[C@@](O)(CO)C/C(OC)=C/[C@@H](C)C1. The target protein (O13332) has sequence MASSILRSKIIQKPYQLFHYYFLSEKAPGSTVSDLNFDTNIQTSLRKLKHHHWTVGEIFHYGFLVSILFFVFVVFPASFFIKLPIILAFATCFLIPLTSQFFLPALPVFTWLALYFTCAKIPQEWKPAITVKVLPAMETILYGDNLSNVLATITTGVLDILAWLPYGIIHFSFPFVLAAIIFLFGPPTALRSFGFAFGYMNLLGVLIQMAFPAAPPWYKNLHGLEPANYSMHGSPGGLGRIDKLLGVDMYTTGFSNSSIIFGAFPSLHSGCCIMEVLFLCWLFPRFKFVWVTYASWLWWSTMYLTHHYFVDLIGGAMLSLTVFEFTKYKYLPKNKEGLFCRWSYTEIEKIDIQEIDPLSYNYIPINSNDNESRLYTRVYQESQVSPPSRAETPEAFEMSNFSRSRQSSKTQVPLSNLTNNDQVPGINEEDEEEEGDEISSSTPSVFEDEPQGSTYAASSATSVDDLDSKRN. The pKi is 7.8. (3) The target protein (Q05941) has sequence MCGGRGGIWLALAAALLHVSLQGEFQRRLYKELVKNYNPLERPVANDSQPLTVYFSLSLLQIMDVDEKNQVLTTNIWLQMSWTDHYLQWNMSEYPGVKNVRFPDGQIWKPDILLYNSADERFDATFHTNVLVNASGHCQYLPPGIFKSSCYIDVRWFPFDVQQCKLKFGSWSYGGWSLDLQMQEADISSYIPNGEWDLMGIPGKRNEKFYECCKEPYPDVTYTVTMRRRTLYYGLNLLIPCVLISALALLVFLLPADSGEKISLGITVLLSLTVFMLLVAEIMPATSDSVPLIAQYFASTMIIVGLSVVVTVIVLRYHHHDPDGGKMPKWTRIILLNWCAWFLRMKRPGEDKVRPACQHKPRRCSLASVELSAGAGPPTSNGNLLYIGFRGLEGMHCAPTPDSGVVCGRLACSPTHDEHLMHGAHPSDGDPDLAKILEEVRYIANRFRCQDESEVICSEWKFAACVVDRLCLMAFSVFTIICTIGILMSAPNFVEAVSKD.... The compound is CN1C[C@@H]2C[C@H]1CN2c1ccc(-c2ccc3[nH]ccc3c2)cn1. The pKi is 9.5. (4) The drug is COCCCN1CCC(NC(=O)c2cc(Cl)c(N)c3c2OCC3)CC1. The target is MLLARMKPQVQPELGGADQ. The pKi is 5.0. (5) The small molecule is Cc1ccc(N2C(N)=NC(N)=NC2C(C)C)cc1. The target protein sequence is MMEQVCDVFDIYAICVCCKVESKNEGKKNEVFNNYTFRGLGNKGVLPWKCNSLDMKYFCAVTTYVNESKYEKLKYKRCKYLNKETVDNVNDMPNSKKLQNVVVMGRTTWESIPKKFKPLSNRINVILSRTLKKEDFDEDVYIINKVEDLIVLLGKLNYYKCFIIGGSVVYQEFLEKKLIKKIYFTRINSTYECDVFFPEINENEYQIISVSDVYTSNNTTLDFIIYKKTNNKMLNEQNCIKGEEKNNDMPLKNDDKDTCHMKKLTEFYKNVDKYKINYENDDDDEEEDDFVYFNFNKEKEEKNKNSIHPNDFQIYNSLKYKYHPEYQYLNIIYDIMMNGNKQSDRTGVGVLSKFGYIMKFDLSQYFPLLTTKKLFLRGIIEELLWFIRGETNGNTLLNKNVRIWEANGTREFLDNRKLFHREVNDLGPIYGFQWRHFGAEYTNMYDNYENKGVDQLKNIINLIKNDPTSRRILLCAWNVKDLDQMALPPCHILCQFYVFD.... The pKi is 5.8. (6) The small molecule is Nc1coc(C(=O)N2CC3CNCC3C2)c1. The target protein (P09483) has sequence MANSGTGAPPPLLLLPLLLLLGTGLLPASSHIETRAHAEERLLKRLFSGYNKWSRPVANISDVVLVRFGLSIAQLIDVDEKNQMMTTNVWVKQEWHDYKLRWDPGDYENVTSIRIPSELIWRPDIVLYNNADGDFAVTHLTKAHLFYDGRVQWTPPAIYKSSCSIDVTFFPFDQQNCTMKFGSWTYDKAKIDLVSMHSRVDQLDFWESGEWVIVDAVGTYNTRKYECCAEIYPDITYAFIIRRLPLFYTINLIIPCLLISCLTVLVFYLPSECGEKVTLCISVLLSLTVFLLLITEIIPSPTSLVIPLIGEYLLFTMIFVTLSIVITVFVLNVHHRSPRTHTMPAWVRRVFLDIVPRLLFMKRPSVVKDNCRRLIESMHKMANAPRFWPEPVGEPGILSDICNQGLSPAPTFCNPTDTAVETQPTCRSPPLEVPDLKTSEVEKASPCPSPGSCPPPKSSSGAPMLIKARSLSVQHVPSSQEAAEDGIRCRSRSIQYCVSQ.... The pKi is 7.5. (7) The small molecule is N#Cc1cc(=O)[nH]c(=O)n1[C@@H]1O[C@H](COP(=O)(O)O)[C@@H](O)[C@H]1O. The target protein sequence is MNLKIKLQKRRDEVNTCLCIGLDPDEADIKSFMQSEKQNGYQSVKKNLSNSGSSSSSSNSSSGKGELFAPQMGGQMLLAETPPKEAQEKDEFFYFFNHFCFYIINETKEYALAYKMNFAFYLPYGSLGVDVLKNVFDYLHHLNVPTILDIKMNDIGNTVKHYRKFIFDYLRSDSCTANIYMGTQMLRDICLDEECKRYYSTFVLVKTTNADSHIFQNRLSLDGKEAYVVIAEEAQKMAKQLHLEENGEFVGFVVGANCYDEIKKIRELFPDCYILAPGVGAQKGDLRKMLCNGYSKNYEKVLINVGRAITKSGSPQQAAREYHQQIKEVLAELQE. The pKi is 4.2.